Dataset: NCI-60 drug combinations with 297,098 pairs across 59 cell lines. Task: Regression. Given two drug SMILES strings and cell line genomic features, predict the synergy score measuring deviation from expected non-interaction effect. (1) Drug 1: C1CC(C1)(C(=O)O)C(=O)O.[NH2-].[NH2-].[Pt+2]. Drug 2: N.N.Cl[Pt+2]Cl. Cell line: SW-620. Synergy scores: CSS=29.1, Synergy_ZIP=-0.824, Synergy_Bliss=1.38, Synergy_Loewe=-12.0, Synergy_HSA=2.82. (2) Drug 1: C1=C(C(=O)NC(=O)N1)F. Drug 2: C1=CC=C(C=C1)NC(=O)CCCCCCC(=O)NO. Cell line: RPMI-8226. Synergy scores: CSS=74.5, Synergy_ZIP=-10.2, Synergy_Bliss=-17.5, Synergy_Loewe=-11.6, Synergy_HSA=-11.1. (3) Drug 1: C1=NC2=C(N1)C(=S)N=C(N2)N. Drug 2: CN(CC1=CN=C2C(=N1)C(=NC(=N2)N)N)C3=CC=C(C=C3)C(=O)NC(CCC(=O)O)C(=O)O. Cell line: NCIH23. Synergy scores: CSS=40.2, Synergy_ZIP=-7.17, Synergy_Bliss=-5.12, Synergy_Loewe=-4.05, Synergy_HSA=-1.84. (4) Drug 1: CCC1=CC2CC(C3=C(CN(C2)C1)C4=CC=CC=C4N3)(C5=C(C=C6C(=C5)C78CCN9C7C(C=CC9)(C(C(C8N6C)(C(=O)OC)O)OC(=O)C)CC)OC)C(=O)OC.C(C(C(=O)O)O)(C(=O)O)O. Drug 2: B(C(CC(C)C)NC(=O)C(CC1=CC=CC=C1)NC(=O)C2=NC=CN=C2)(O)O. Cell line: UACC-257. Synergy scores: CSS=24.5, Synergy_ZIP=2.65, Synergy_Bliss=5.88, Synergy_Loewe=5.67, Synergy_HSA=5.27. (5) Drug 1: C1=CC(=CC=C1C#N)C(C2=CC=C(C=C2)C#N)N3C=NC=N3. Drug 2: CC1=C(C(=CC=C1)Cl)NC(=O)C2=CN=C(S2)NC3=CC(=NC(=N3)C)N4CCN(CC4)CCO. Cell line: SK-MEL-28. Synergy scores: CSS=-13.4, Synergy_ZIP=13.5, Synergy_Bliss=11.0, Synergy_Loewe=-14.7, Synergy_HSA=-16.3. (6) Drug 1: C1=C(C(=O)NC(=O)N1)N(CCCl)CCCl. Drug 2: CC(C)NC(=O)C1=CC=C(C=C1)CNNC.Cl. Cell line: LOX IMVI. Synergy scores: CSS=38.3, Synergy_ZIP=-9.22, Synergy_Bliss=-3.11, Synergy_Loewe=-2.97, Synergy_HSA=1.02.